This data is from Peptide-MHC class I binding affinity with 185,985 pairs from IEDB/IMGT. The task is: Regression. Given a peptide amino acid sequence and an MHC pseudo amino acid sequence, predict their binding affinity value. This is MHC class I binding data. (1) The peptide sequence is GALVNASSA. The MHC is H-2-Db with pseudo-sequence H-2-Db. The binding affinity (normalized) is 0.771. (2) The peptide sequence is YMMGIEYGL. The MHC is HLA-A02:01 with pseudo-sequence HLA-A02:01. The binding affinity (normalized) is 1.00. (3) The peptide sequence is IRHENRMVL. The MHC is HLA-A69:01 with pseudo-sequence HLA-A69:01. The binding affinity (normalized) is 0.0847. (4) The peptide sequence is LKEKSSLRY. The MHC is HLA-A68:02 with pseudo-sequence HLA-A68:02. The binding affinity (normalized) is 0.0847. (5) The peptide sequence is DRKLAINSL. The MHC is HLA-B14:02 with pseudo-sequence HLA-B14:02. The binding affinity (normalized) is 0.455. (6) The peptide sequence is ALIAVSIISI. The MHC is HLA-A02:01 with pseudo-sequence HLA-A02:01. The binding affinity (normalized) is 0.491.